Dataset: Catalyst prediction with 721,799 reactions and 888 catalyst types from USPTO. Task: Predict which catalyst facilitates the given reaction. (1) Reactant: [F-].C([N+](CCCC)(CCCC)CCCC)CCC.[Cl:19][C:20]1[CH:21]=[CH:22][C:23]([CH:44]=[O:45])=[C:24]2[C:28]=1[N:27]=[C:26]1[N:29]([C:33]3[C:34]([CH2:42][CH3:43])=[N:35][C:36]([CH3:41])=[N:37][C:38]=3[CH2:39][CH3:40])[CH2:30][CH2:31][CH2:32][N:25]21.C[Si](C)(C)[C:48]([F:51])([F:50])[F:49].Cl.C(=O)([O-])O.[Na+]. Product: [Cl:19][C:20]1[C:28]2[N:27]=[C:26]3[N:29]([C:33]4[C:34]([CH2:42][CH3:43])=[N:35][C:36]([CH3:41])=[N:37][C:38]=4[CH2:39][CH3:40])[CH2:30][CH2:31][CH2:32][N:25]3[C:24]=2[C:23]([CH:44]([OH:45])[C:48]([F:51])([F:50])[F:49])=[CH:22][CH:21]=1. The catalyst class is: 7. (2) Reactant: C([O:5][C:6]([C:8]1[CH:9]=[C:10]([CH:28]=[CH:29][CH:30]=1)[CH:11]=[C:12]1[S:16][C:15](=[O:17])[N:14]([CH2:18][C:19]2[CH:24]=[CH:23][C:22]([Cl:25])=[C:21]([Cl:26])[CH:20]=2)[C:13]1=[O:27])=[O:7])(C)(C)C.C(O)=O. Product: [C:6]([C:8]1[CH:9]=[C:10]([CH:28]=[CH:29][CH:30]=1)[CH:11]=[C:12]1[S:16][C:15](=[O:17])[N:14]([CH2:18][C:19]2[CH:24]=[CH:23][C:22]([Cl:25])=[C:21]([Cl:26])[CH:20]=2)[C:13]1=[O:27])([OH:7])=[O:5]. The catalyst class is: 6. (3) Reactant: [CH:1]12[O:8][CH:5]([CH2:6][CH2:7]1)[CH2:4][N:3]([C:9]1[CH:15]=[CH:14][C:12]([NH2:13])=[CH:11][CH:10]=1)[CH2:2]2.C(N(CC)CC)C.[Cl:23][C:24]1[N:29]=[C:28](Cl)[N:27]=[CH:26][N:25]=1. Product: [CH:1]12[O:8][CH:5]([CH2:6][CH2:7]1)[CH2:4][N:3]([C:9]1[CH:15]=[CH:14][C:12]([NH:13][C:28]3[N:29]=[C:24]([Cl:23])[N:25]=[CH:26][N:27]=3)=[CH:11][CH:10]=1)[CH2:2]2. The catalyst class is: 5. (4) Reactant: [CH3:1][N:2](C)/C=N/[H].[CH3:7][O:8][CH2:9][CH2:10][O:11][C:12]1[CH:13]=[C:14]([CH3:21])[C:15]([C:18]([OH:20])=O)=[N:16][CH:17]=1.CC([O-])(C)C.[K+].Cl. Product: [CH3:7][O:8][CH2:9][CH2:10][O:11][C:12]1[CH:17]=[N:16][C:15]2[C:18](=[O:20])[NH:2][CH:1]=[CH:21][C:14]=2[CH:13]=1. The catalyst class is: 1. (5) Reactant: [CH3:1][N:2](/[CH:4]=[CH:5]/[C:6]([C:8]1[CH:12]=[CH:11][S:10][CH:9]=1)=O)C.Cl.C(N)=[NH:15].C([O-])([O-])=O.[K+].[K+].O. The catalyst class is: 3. Product: [S:10]1[CH:11]=[CH:12][C:8]([C:6]2[CH:5]=[CH:4][N:2]=[CH:1][N:15]=2)=[CH:9]1. (6) Product: [CH3:1][O:2][C:3]1[N:8]=[C:7]([CH2:9][OH:10])[CH:6]=[C:5]([CH3:13])[N:4]=1. The catalyst class is: 1. Reactant: [CH3:1][O:2][C:3]1[N:8]=[C:7]([C:9](OC)=[O:10])[CH:6]=[C:5]([CH3:13])[N:4]=1.CC(C[AlH]CC(C)C)C.